From a dataset of Reaction yield outcomes from USPTO patents with 853,638 reactions. Predict the reaction yield, written as a fraction of the theoretical maximum amount of product (1.0 means a 100% yield; for example, 0.34 means a 34% yield). (1) The reactants are [O:1]1[CH2:6][CH2:5][CH:4]([C:7]([N:9]2[CH2:16][CH2:15][CH2:14][O:13][C:12]3[CH:17]=[C:18]([C:21]([O:23]CC)=O)[CH:19]=[CH:20][C:11]=3[CH2:10]2)=[O:8])[CH2:3][CH2:2]1.[NH2:26][OH:27].[OH-].[Na+]. The catalyst is C1COCC1.CO. The product is [OH:27][NH:26][C:21]([C:18]1[CH:19]=[CH:20][C:11]2[CH2:10][N:9]([C:7]([CH:4]3[CH2:5][CH2:6][O:1][CH2:2][CH2:3]3)=[O:8])[CH2:16][CH2:15][CH2:14][O:13][C:12]=2[CH:17]=1)=[O:23]. The yield is 0.160. (2) The reactants are [CH3:1][C:2]([O:5][C:6]([O:8]C(OC(C)(C)C)=O)=O)(C)C.[CH3:16][O:17][C:18]1[CH:24]=[CH:23][CH:22]=[CH:21][C:19]=1[NH2:20].[Br:25]CCO. The catalyst is C(Cl)Cl.CN(C1C=CN=CC=1)C. The product is [Br:25][CH2:1][CH2:2][O:5][C:6](=[O:8])[NH:20][C:19]1[CH:21]=[CH:22][CH:23]=[CH:24][C:18]=1[O:17][CH3:16]. The yield is 0.950.